Dataset: Reaction yield outcomes from USPTO patents with 853,638 reactions. Task: Predict the reaction yield, written as a fraction of the theoretical maximum amount of product (1.0 means a 100% yield; for example, 0.34 means a 34% yield). (1) The reactants are [C:1]([NH2:5])(=[O:4])[C:2]#[CH:3].[CH2:6]([O:13][N:14]1[C:20](=[O:21])[N:19]2[CH2:22][C@H:15]1[CH2:16][CH2:17][C@H:18]2/[C:23](/Cl)=[N:24]/[OH:25])[C:7]1[CH:12]=[CH:11][CH:10]=[CH:9][CH:8]=1. The catalyst is C(Cl)Cl.CCOC(C)=O. The product is [CH2:6]([O:13][N:14]1[C:20](=[O:21])[N:19]2[CH2:22][C@H:15]1[CH2:16][CH2:17][C@H:18]2[C:23]1[CH:3]=[C:2]([C:1]([NH2:5])=[O:4])[O:25][N:24]=1)[C:7]1[CH:8]=[CH:9][CH:10]=[CH:11][CH:12]=1. The yield is 0.320. (2) The reactants are Br[C:2]1[CH:3]=[N:4][CH:5]=[C:6]2[C:11]=1[N:10]=[C:9]([C:12]([NH:14][CH2:15][C:16]([F:19])([F:18])[F:17])=[O:13])[CH:8]=[CH:7]2.[F:20][C:21]1[CH:26]=[CH:25][C:24]([F:27])=[CH:23][C:22]=1B(O)O.C(=O)([O-])[O-].[Cs+].[Cs+]. The catalyst is O1CCOCC1.O.C1(P([C-]2C=CC=C2)C2C=CC=CC=2)C=CC=CC=1.[C-]1(P(C2C=CC=CC=2)C2C=CC=CC=2)C=CC=C1.[Fe+2].[Pd](Cl)Cl. The product is [F:20][C:21]1[CH:26]=[CH:25][C:24]([F:27])=[CH:23][C:22]=1[C:2]1[CH:3]=[N:4][CH:5]=[C:6]2[C:11]=1[N:10]=[C:9]([C:12]([NH:14][CH2:15][C:16]([F:19])([F:18])[F:17])=[O:13])[CH:8]=[CH:7]2. The yield is 0.620. (3) The reactants are FC(F)(F)C(O)=O.FC(F)(F)C(O)=O.FC(F)(F)C(O)=O.[NH:22]1[CH2:25][CH:24]([C:26]2[C:27]([C:32]3[CH:41]=[CH:40][C:35]([C:36]([NH:38][CH3:39])=[O:37])=[C:34]([F:42])[CH:33]=3)=[N:28][CH:29]=[CH:30][N:31]=2)[CH2:23]1.Cl[C:44]1[N:53]=[CH:52][C:51]2[C:46](=[CH:47][C:48]([Cl:54])=[CH:49][CH:50]=2)[N:45]=1.C(=O)([O-])[O-].[K+].[K+]. The catalyst is C(O)CCC.O. The product is [Cl:54][C:48]1[CH:47]=[C:46]2[C:51]([CH:52]=[N:53][C:44]([N:22]3[CH2:23][CH:24]([C:26]4[C:27]([C:32]5[CH:41]=[CH:40][C:35]([C:36]([NH:38][CH3:39])=[O:37])=[C:34]([F:42])[CH:33]=5)=[N:28][CH:29]=[CH:30][N:31]=4)[CH2:25]3)=[N:45]2)=[CH:50][CH:49]=1. The yield is 0.920. (4) The reactants are [NH2:1][C:2]1[N:25]=[C:24](Cl)[CH:23]=[CH:22][C:3]=1[C:4]([NH:6][CH2:7][C:8]1[CH:13]=[CH:12][C:11]([O:14][CH2:15][C:16]2[CH:21]=[CH:20][CH:19]=[CH:18][CH:17]=2)=[CH:10][CH:9]=1)=[O:5].[CH:27]1([NH2:30])[CH2:29][CH2:28]1. The catalyst is O1CCCC1. The product is [NH2:1][C:2]1[N:25]=[C:24]([NH:30][CH:27]2[CH2:29][CH2:28]2)[CH:23]=[CH:22][C:3]=1[C:4]([NH:6][CH2:7][C:8]1[CH:13]=[CH:12][C:11]([O:14][CH2:15][C:16]2[CH:21]=[CH:20][CH:19]=[CH:18][CH:17]=2)=[CH:10][CH:9]=1)=[O:5]. The yield is 0.140. (5) The reactants are [S:1]1[C:5]([C:6]2[CH:7]=[C:8](Br)[CH:9]=[C:10]3[C:14]=2[NH:13][N:12]=[CH:11]3)=[CH:4][C:3]2[CH:16]=[CH:17][CH:18]=[CH:19][C:2]1=2.C([Sn](CCCC)(CCCC)[C:25]1[CH:30]=[CH:29][CH:28]=[CH:27][CH:26]=1)CCC.C(N(CC)CC)C.CN(C)[CH:48]=[O:49]. No catalyst specified. The product is [S:1]1[C:5]([C:6]2[CH:7]=[C:8]([C:48]([C:25]3[CH:26]=[CH:27][CH:28]=[CH:29][CH:30]=3)=[O:49])[CH:9]=[C:10]3[C:14]=2[NH:13][N:12]=[CH:11]3)=[CH:4][C:3]2[CH:16]=[CH:17][CH:18]=[CH:19][C:2]1=2. The yield is 0.0850.